From a dataset of Full USPTO retrosynthesis dataset with 1.9M reactions from patents (1976-2016). Predict the reactants needed to synthesize the given product. (1) Given the product [C:1]([O:5][C:6]([N:8]1[CH2:13][CH2:12][CH:11]([OH:14])[CH2:10][CH2:9]1)=[O:7])([CH3:4])([CH3:2])[CH3:3], predict the reactants needed to synthesize it. The reactants are: [C:1]([O:5][C:6]([N:8]1[CH2:13][CH2:12][CH:11]([O:14]C2C=CC=C(Cl)C=2)[CH2:10][CH2:9]1)=[O:7])([CH3:4])([CH3:3])[CH3:2]. (2) Given the product [Br:3][C:4]1[CH:9]=[CH:8][C:7]([N+:10]([O-:12])=[O:11])=[CH:6][C:5]=1[N:13]([CH2:20][C:19]([CH3:21])=[CH2:18])[C:14](=[O:16])[CH3:15], predict the reactants needed to synthesize it. The reactants are: [H-].[Na+].[Br:3][C:4]1[CH:9]=[CH:8][C:7]([N+:10]([O-:12])=[O:11])=[CH:6][C:5]=1[NH:13][C:14](=[O:16])[CH3:15].Cl[CH2:18][C:19]([CH3:21])=[CH2:20]. (3) Given the product [C:1]([N:8]1[CH2:12][C@H:11]([OH:13])[CH2:10][C@H:9]1[CH2:14][C:26](=[O:32])[NH2:27])([O:3][C:4]([CH3:5])([CH3:6])[CH3:7])=[O:2], predict the reactants needed to synthesize it. The reactants are: [C:1]([N:8]1[CH2:12][C@H:11]([OH:13])[CH2:10][C@H:9]1[CH2:14]O)([O:3][C:4]([CH3:7])([CH3:6])[CH3:5])=[O:2].C(C1NC=[CH:26][N:27]=1)(C1NC=CN=1)=O.N.C1C[O:32]CC1. (4) Given the product [CH3:2][S:3]([C:6]1[CH:11]=[C:10]2[C:9](=[CH:8][CH:7]=1)[NH:12][C:14]([C:17]1[CH:22]=[CH:21][N:20]=[CH:19][CH:18]=1)=[CH:15]2)(=[O:5])=[O:4], predict the reactants needed to synthesize it. The reactants are: Cl.[CH3:2][S:3]([C:6]1[CH:11]=[CH:10][C:9]([NH:12]N)=[CH:8][CH:7]=1)(=[O:5])=[O:4].[C:14]([C:17]1[CH:22]=[CH:21][N:20]=[CH:19][CH:18]=1)(=O)[CH3:15].C(=O)([O-])O.[Na+]. (5) Given the product [Cl:28][C:29]1[N:34]=[C:33]([C:15]2[C:9]3[C:10](=[CH:11][N:12]=[C:7]([C:3]4[CH:2]=[N:1][CH:6]=[CH:5][CH:4]=4)[CH:8]=3)[N:13]([CH2:20][O:21][CH2:22][CH2:23][Si:24]([CH3:27])([CH3:26])[CH3:25])[N:14]=2)[CH:32]=[CH:31][N:30]=1, predict the reactants needed to synthesize it. The reactants are: [N:1]1[CH:6]=[CH:5][CH:4]=[C:3]([C:7]2[CH:8]=[C:9]3[C:15]([Sn](C)(C)C)=[N:14][N:13]([CH2:20][O:21][CH2:22][CH2:23][Si:24]([CH3:27])([CH3:26])[CH3:25])[C:10]3=[CH:11][N:12]=2)[CH:2]=1.[Cl:28][C:29]1[N:34]=[C:33](Cl)[CH:32]=[CH:31][N:30]=1. (6) The reactants are: Br[C:2]1[N:3]=[C:4]([O:28][CH3:29])[C:5]([N:8](COCC[Si](C)(C)C)[S:9]([C:12]2[CH:17]=[CH:16][CH:15]=[C:14]([Cl:18])[C:13]=2[Cl:19])(=[O:11])=[O:10])=[N:6][CH:7]=1.[CH2:30]([OH:33])[C:31]#[CH:32].[CH2:34](N([CH2:39][CH3:40])CC)C. Given the product [C:30]([O:33][CH2:39][CH3:40])(=[O:10])[CH3:31].[CH3:12][CH2:17][CH2:16][CH:15]([CH3:14])[CH3:34].[Cl:19][C:13]1[C:14]([Cl:18])=[CH:15][CH:16]=[CH:17][C:12]=1[S:9]([NH:8][C:5]1[C:4]([O:28][CH3:29])=[N:3][C:2]([C:32]#[C:31][CH2:30][OH:33])=[CH:7][N:6]=1)(=[O:10])=[O:11], predict the reactants needed to synthesize it. (7) Given the product [O:27]1[C:23]2[CH:22]=[CH:21][C:20]([C:18](=[O:19])[CH2:17][CH2:16][C:15]([NH:14][C:4]3[CH:3]=[C:2]([C:67]4[CH:66]=[C:65](/[CH:69]=[CH:70]/[C:71]([OH:73])=[O:72])[CH:64]=[CH:63][CH:68]=4)[CH:7]=[C:6]([C:8]4[CH:13]=[CH:12][CH:11]=[CH:10][CH:9]=4)[N:5]=3)=[O:29])=[CH:28][C:24]=2[CH2:25][CH2:26]1, predict the reactants needed to synthesize it. The reactants are: Cl[C:2]1[CH:7]=[C:6]([C:8]2[CH:13]=[CH:12][CH:11]=[CH:10][CH:9]=2)[N:5]=[C:4]([NH:14][C:15](=[O:29])[CH2:16][CH2:17][C:18]([C:20]2[CH:21]=[CH:22][C:23]3[O:27][CH2:26][CH2:25][C:24]=3[CH:28]=2)=[O:19])[CH:3]=1.C1(C2C=CC=CC=2)C=CC=CC=1P(C1CCCCC1)C1CCCCC1.C(=O)([O-])[O-].[K+].[K+].OB(O)[C:63]1[CH:64]=[C:65](/[CH:69]=[CH:70]/[C:71]([OH:73])=[O:72])[CH:66]=[CH:67][CH:68]=1. (8) Given the product [CH3:3][C:4]1[CH:12]=[CH:11][CH:10]=[C:9]([N+:13]([O-:15])=[O:14])[C:5]=1[CH2:6][OH:7], predict the reactants needed to synthesize it. The reactants are: [BH4-].[Na+].[CH3:3][C:4]1[CH:12]=[CH:11][CH:10]=[C:9]([N+:13]([O-:15])=[O:14])[C:5]=1[C:6](O)=[O:7].S(OC)(OC)(=O)=O.Cl.